This data is from Experimentally validated miRNA-target interactions with 360,000+ pairs, plus equal number of negative samples. The task is: Binary Classification. Given a miRNA mature sequence and a target amino acid sequence, predict their likelihood of interaction. (1) Result: 1 (interaction). The miRNA is mmu-miR-369-3p with sequence AAUAAUACAUGGUUGAUCUUU. The protein sequence of the target gene is MPSLPQDGVIQGSSPVDLGTELPYQCTMKRKVRKKKKKGIITANVAGTKFEIVRLVIDEMGFMKTPDEDETSNLIWCDAAVQQEKITDLQNYQRINHFPGMGEICRKDFLARNMTKMIKSRPMDYTFVPRTWIFPSEYTQFQNYVKELKKKRKQKTFIVKPANGAMGHGISLIRNGDKVPSQDHLIVQEYIEKPFLMEGYKFDLRIYILVTSCDPLKIFLYHDGLVRMGTEKYIPPNESNLTQLYMHLTNYSVNKHNERFERNETEDKGSKRSIKWFTEFLQANQHDVTKFWSDISELVV.... (2) The miRNA is hsa-miR-148b-3p with sequence UCAGUGCAUCACAGAACUUUGU. The protein sequence of the target gene is MEAQSHSSTTTEKKKVENSIVKCSTRTDVSEKAVASSTTSNEDESPGQTYHRERRNAITMQPQNVQGLSKVSEEPSTSSDERASLIKKEIHGSLPHVAEPSVPYRGTVFAMDPRNGYMEPHYHPPHLFPAFHPPVPIDARHHEGRYHYDPSPIPPLHMTSALSSSPTYPDLPFIRISPHRNPTAASESPFSPPHPYINPYMDYIRSLHSSPSLSMISATRGLSPTDAPHAGVSPAEYYHQMALLTGQRSPYADIIPSAATAGTGAIHMEYLHAMDSTRFSSPRLSARPSRKRTLSISPLS.... Result: 1 (interaction). (3) The miRNA is hsa-miR-5006-3p with sequence UUUCCCUUUCCAUCCUGGCAG. The protein sequence of the target gene is MFSFNMFDHPIPRVFQNRFSTQYRCFSVSMLAGPNDRSDVEKGGKIIMPPSALDQLSRLNITYPMLFKLTNKNSDRMTHCGVLEFVADEGICYLPHWMMQNLLLEEGGLVQVESVNLQVATYSKFQPQSPDFLDITNPKAVLENALRNFACLTTGDVIAINYNEKIYELRVMETKPDKAVSIIECDMNVDFDAPLGYKEPERQVQHEESTEGEADHSGYAGELGFRAFSGSGNRLDGKKKGVEPSPSPIKPGDIKRGIPNYEFKLGKITFIRNSRPLVKKVEEDEAGGRFVAFSGEGQSL.... Result: 1 (interaction). (4) The miRNA is mmu-miR-704 with sequence AGACAUGUGCUCUGCUCCUAG. The protein sequence of the target gene is MGVKKKREMQVAALTVCHQDMETLRSFADMEGKNLASLLLHCVQLTDGVSQIHSIKQIVPLLEKVDKNGVCDPAIQSCLDILAGIYFSLTLKNPLKKVLASSLNGLPEVFLTQATHSFTFHLQEELDTADLYSYRKVMDNISSCMENFNLGRASVVNLLKDVLHFLQKSLIEILEENRKFAGNRIVQTQLMSDLLVGVRVAMTLVQKVQGPQGSLWNDSSSPIWQSMCGLLSIFTKFLNDDDLLQTVESTSGLAVILFIKTMFRPSEKLPGLISSLLLRSAECTSIPEWLMNSCRSLCCT.... Result: 1 (interaction). (5) The miRNA is hsa-miR-4673 with sequence UCCAGGCAGGAGCCGGACUGGA. The protein sequence of the target gene is MSEEEQGSGTTTGCGLPSIEQMLAANPGKTPISLLQEYGTRIGKTPVYDLLKAEGQAHQPNFTFRVTVGDTSCTGQGPSKKAAKHKAAEVALKHLKGGSMLEPALEDSSSFSPLDSSLPEDIPVFTAAAAATPVPSVVLTRSPPMELQPPVSPQQSECNPVGALQELVVQKGWRLPEYTVTQESGPAHRKEFTMTCRVERFIEIGSGTSKKLAKRNAAAKMLLRVHTVPLDARDGNEVEPDDDHFSIGVGSRLDGLRNRGPGCTWDSLRNSVGEKILSLRSCSLGSLGALGPACCRVLSE.... Result: 1 (interaction). (6) The miRNA is hsa-miR-885-5p with sequence UCCAUUACACUACCCUGCCUCU. The protein sequence of the target gene is MLRKVRSWTEIWRWATLLFLFYHLGYVCGQIRYPVPEESQEGTFVGNVAQDFLLDTDSLSARRLQVAGEVNQRHFRVDLDSGALLIKNPIDREALCGLSASCIVPLEFVTEGPLEMYRAEVEIVDVNDHAPRFPRQQLDLEIGEAAPPGQRFPLEKAQDADVGSNSISSYRLSSNEHFALDVKKRSDGSLVPELLLEKPLDREKQSDYRLVLTAVDGGNPPRSGTAELRVSVLDVNDNAPAFQQSSYRISVLESAPAGMVLIQLNASDPDLGPSGNVTFYFSGHTPDRVRNLFSLHPTTG.... Result: 0 (no interaction). (7) The miRNA is hsa-miR-380-5p with sequence UGGUUGACCAUAGAACAUGCGC. The protein sequence of the target gene is MLGFLSARQTGLEDPLRLRRAESTRRVLGLELNKDRDVERIHGGGINTLDIEPVEGRYMLSGGSDGVIVLYDLENSSRQSYYTCKAVCSIGRDHPDVHRYSVETVQWYPHDTGMFTSSSFDKTLKVWDTNTLQTADVFNFEETVYSHHMSPVSTKHCLVAVGTRGPKVQLCDLKSGSCSHILQGHRQEILAVSWSPRYDYILATASADSRVKLWDVRRASGCLITLDQHNGKKSQAVESANTAHNGKVNGLCFTSDGLHLLTVGTDNRMRLWNSSNGENTLVNYGKVCNNSKKGLKFTVS.... Result: 1 (interaction). (8) The miRNA is mmu-miR-7212-3p with sequence UAACACACACGUCUCCAGGUC. The protein sequence of the target gene is MELIQDTSRPPLEYVKGVPLIKYFAEALGPLQSFQARPDDLLINTYPKSGTTWVSQILDMIYQGGDLEKCNRAPIYVRVPFLEVNDPGEPSGLETLKDTPPPRLIKSHLPLALLPQTLLDQKVKVVYVARNPKDVAVSYYHFHRMEKAHPEPGTWDSFLEKFMAGEVSYGSWYQHVQEWWELSRTHPVLYLFYEDMKENPKREIQKILEFVGRSLPEETMDFMVQHTSFKEMKKNPMTNYTTVPQELMDHSISPFMRKGMAGDWKTTFTVAQNERFDADYAEKMAGCSLSFRSEL. Result: 0 (no interaction).